From a dataset of Forward reaction prediction with 1.9M reactions from USPTO patents (1976-2016). Predict the product of the given reaction. Given the reactants [H-].[Na+].[NH:3]1[CH:7]=[CH:6][N:5]=[N:4]1.N1(O[C:18]2[C:19]3[CH2:27][CH2:26][N:25]([C:28]([C:30]4[CH:35]=[CH:34][CH:33]=[C:32]([C:36]([F:39])([F:38])[F:37])[C:31]=4[Cl:40])=[O:29])[CH2:24][C:20]=3[N:21]=[CH:22][N:23]=2)C2C=CC=CC=2N=N1, predict the reaction product. The product is: [N:3]1([C:18]2[C:19]3[CH2:27][CH2:26][N:25]([C:28]([C:30]4[CH:35]=[CH:34][CH:33]=[C:32]([C:36]([F:39])([F:38])[F:37])[C:31]=4[Cl:40])=[O:29])[CH2:24][C:20]=3[N:21]=[CH:22][N:23]=2)[CH:7]=[CH:6][N:5]=[N:4]1.